This data is from Peptide-MHC class I binding affinity with 185,985 pairs from IEDB/IMGT. The task is: Regression. Given a peptide amino acid sequence and an MHC pseudo amino acid sequence, predict their binding affinity value. This is MHC class I binding data. (1) The peptide sequence is CTDDNALAY. The MHC is HLA-A02:01 with pseudo-sequence HLA-A02:01. The binding affinity (normalized) is 0.0847. (2) The binding affinity (normalized) is 0.325. The peptide sequence is VPQYGYLTL. The MHC is HLA-B51:01 with pseudo-sequence HLA-B51:01. (3) The peptide sequence is LLHLKRPYR. The MHC is HLA-A11:01 with pseudo-sequence HLA-A11:01. The binding affinity (normalized) is 0.371. (4) The peptide sequence is IPQSLDSYWTSL. The MHC is Patr-A0101 with pseudo-sequence Patr-A0101. The binding affinity (normalized) is 0. (5) The peptide sequence is SVKTQFNYFK. The MHC is HLA-A33:01 with pseudo-sequence HLA-A33:01. The binding affinity (normalized) is 0.381. (6) The peptide sequence is FYLCFLAFLL. The MHC is HLA-A23:01 with pseudo-sequence HLA-A23:01. The binding affinity (normalized) is 1.00. (7) The MHC is HLA-A02:01 with pseudo-sequence HLA-A02:01. The binding affinity (normalized) is 1.00. The peptide sequence is KMFTYLMES. (8) The peptide sequence is TQHGTILIKV. The MHC is HLA-A02:06 with pseudo-sequence HLA-A02:06. The binding affinity (normalized) is 0.421. (9) The binding affinity (normalized) is 0.327. The peptide sequence is LTALNDMGK. The MHC is HLA-A11:01 with pseudo-sequence HLA-A11:01. (10) The peptide sequence is RTEILGLVK. The MHC is HLA-A31:01 with pseudo-sequence HLA-A31:01. The binding affinity (normalized) is 0.0847.